Predict the reaction yield, written as a fraction of the theoretical maximum amount of product (1.0 means a 100% yield; for example, 0.34 means a 34% yield). From a dataset of Reaction yield outcomes from USPTO patents with 853,638 reactions. (1) The reactants are [C:1]([OH:6])(=[O:5])C(C)=O.C(O[CH:10]([O:14][CH2:15][CH3:16])[O:11][CH2:12][CH3:13])C.S(=O)(=O)(O)O.Cl[CH2:23]Cl. No catalyst specified. The product is [CH2:15]([O:14][C:10]([O:11][CH2:12][CH3:13])([CH3:23])[C:1]([OH:6])=[O:5])[CH3:16]. The yield is 1.00. (2) The reactants are [F:1][C:2]1[CH:3]=[C:4]2[C:9](=[CH:10][CH:11]=1)[N:8]=[C:7]([C:12]1[CH:17]=[CH:16][C:15]([F:18])=[CH:14][CH:13]=1)[N:6]=[C:5]2[C:19](O)=[O:20].Cl.[CH3:23][O:24][C:25]1[CH:34]=[C:33]([O:35][CH3:36])[CH:32]=[C:31]2[C:26]=1[CH2:27][CH2:28][NH:29][CH2:30]2. No catalyst specified. The product is [F:1][C:2]1[CH:3]=[C:4]2[C:9](=[CH:10][CH:11]=1)[N:8]=[C:7]([C:12]1[CH:17]=[CH:16][C:15]([F:18])=[CH:14][CH:13]=1)[N:6]=[C:5]2[C:19]([N:29]1[CH2:28][CH2:27][C:26]2[C:31](=[CH:32][C:33]([O:35][CH3:36])=[CH:34][C:25]=2[O:24][CH3:23])[CH2:30]1)=[O:20]. The yield is 0.423. (3) The reactants are [CH3:1][N:2]1[CH2:7][CH2:6][C:5]([CH2:9][O:10][C:11]2[C:19]3[C:18]4[CH:20]=[C:21]([C:24]#[N:25])[N:22]=[CH:23][C:17]=4[NH:16][C:15]=3[N:14]=[CH:13][CH:12]=2)([CH3:8])[CH2:4][CH2:3]1.C([O-])(=O)C.[Na+].[Br:31]Br.[OH-].[Na+]. The catalyst is C(O)(=O)C.O. The product is [Br:31][C:12]1[CH:13]=[N:14][C:15]2[NH:16][C:17]3[CH:23]=[N:22][C:21]([C:24]#[N:25])=[CH:20][C:18]=3[C:19]=2[C:11]=1[O:10][CH2:9][C:5]1([CH3:8])[CH2:6][CH2:7][N:2]([CH3:1])[CH2:3][CH2:4]1. The yield is 0.380. (4) The reactants are [CH3:1][C:2]1[CH:3]=[C:4]([C:9]2[N:13]([CH3:14])[N:12]=[C:11]([C:15](=[N:17][NH:18][C:19]([C:21]3[CH:30]=[CH:29][C:24]([C:25]([O:27]C)=[O:26])=[CH:23][CH:22]=3)=[O:20])[CH3:16])[C:10]=2[OH:31])[CH:5]=[CH:6][C:7]=1[CH3:8].CO.[OH-].[Na+].Cl. The catalyst is O. The product is [CH3:1][C:2]1[CH:3]=[C:4]([C:9]2[N:13]([CH3:14])[N:12]=[C:11]([C:15](=[N:17][NH:18][C:19]([C:21]3[CH:22]=[CH:23][C:24]([C:25]([OH:27])=[O:26])=[CH:29][CH:30]=3)=[O:20])[CH3:16])[C:10]=2[OH:31])[CH:5]=[CH:6][C:7]=1[CH3:8]. The yield is 0.840. (5) The catalyst is ClCCCl.CN(C=O)C. The product is [Cl:1][C:2]1[N:10]=[C:9]2[C:5]([N:6]=[C:7]([CH2:17][N:25]3[CH2:26][CH:27]([N:29]4[CH2:34][CH2:33][NH:32][C:31](=[O:35])[CH2:30]4)[CH2:28]3)[N:8]2[CH:11]2[CH2:16][CH2:15][CH2:14][CH2:13][O:12]2)=[C:4]([N:19]2[CH2:20][CH2:21][O:22][CH2:23][CH2:24]2)[N:3]=1. The yield is 0.670. The reactants are [Cl:1][C:2]1[N:10]=[C:9]2[C:5]([N:6]=[C:7]([CH:17]=O)[N:8]2[CH:11]2[CH2:16][CH2:15][CH2:14][CH2:13][O:12]2)=[C:4]([N:19]2[CH2:24][CH2:23][O:22][CH2:21][CH2:20]2)[N:3]=1.[NH:25]1[CH2:28][CH:27]([N:29]2[CH2:34][CH2:33][NH:32][C:31](=[O:35])[CH2:30]2)[CH2:26]1.C(O[BH-](OC(=O)C)OC(=O)C)(=O)C.[Na+]. (6) The reactants are [CH:1]1([C:4]([C:6]2[CH:11]=[CH:10][C:9]([CH2:12][C:13](OCC)=O)=[CH:8][CH:7]=2)=[O:5])[CH2:3][CH2:2]1.C(O[C:21](=[O:25])[O:22][CH2:23][CH3:24])C.C[Si]([N-][Si](C)(C)C)(C)C.[Na+].IC. The catalyst is O1CCCC1.C(OCC)(=O)C.O. The product is [CH:1]1([C:4]([C:6]2[CH:7]=[CH:8][C:9]([CH2:12][CH:13]([C:21]([O:22][CH2:23][CH3:24])=[O:25])[C:21]([O:22][CH2:23][CH3:24])=[O:25])=[CH:10][CH:11]=2)=[O:5])[CH2:2][CH2:3]1. The yield is 0.170. (7) The reactants are [CH3:1][O:2][C:3]([C:5]1[S:6][CH:7]=[CH:8][C:9]=1[NH2:10])=[O:4].[CH3:11][O:12][CH2:13][CH2:14]Br.[I-].[K+].CCN(C(C)C)C(C)C. The catalyst is CN(C=O)C.CCOC(C)=O. The product is [CH3:11][O:12][CH2:13][CH2:14][NH:10][C:9]1[CH:8]=[CH:7][S:6][C:5]=1[C:3]([O:2][CH3:1])=[O:4]. The yield is 0.365.